This data is from Reaction yield outcomes from USPTO patents with 853,638 reactions. The task is: Predict the reaction yield, written as a fraction of the theoretical maximum amount of product (1.0 means a 100% yield; for example, 0.34 means a 34% yield). (1) The reactants are [C:1]([O:4][CH2:5][C:6]1[CH:24]=[CH:23][C:9]([NH:10][CH:11]=[C:12]([C:18]([O:20]CC)=O)[C:13]([O:15][CH2:16][CH3:17])=[O:14])=[C:8]([I:25])[CH:7]=1)(=[O:3])[CH3:2]. The catalyst is O(C1C=CC=CC=1)C1C=CC=CC=1. The product is [C:1]([O:4][CH2:5][C:6]1[CH:24]=[C:23]2[C:9](=[C:8]([I:25])[CH:7]=1)[N:10]=[CH:11][C:12]([C:13]([O:15][CH2:16][CH3:17])=[O:14])=[C:18]2[OH:20])(=[O:3])[CH3:2]. The yield is 0.620. (2) The product is [CH3:1][C:2]1[O:6][N:5]=[C:4]([C:7]2[CH:8]=[CH:9][N:10]=[CH:11][CH:12]=2)[C:3]=1[CH2:13][O:14][C:15]1[N:16]=[CH:17][C:18]([C:19]([N:24]2[CH2:29][CH2:28][S:27][CH2:26][CH2:25]2)=[O:21])=[CH:22][CH:23]=1. The reactants are [CH3:1][C:2]1[O:6][N:5]=[C:4]([C:7]2[CH:12]=[CH:11][N:10]=[CH:9][CH:8]=2)[C:3]=1[CH2:13][O:14][C:15]1[CH:23]=[CH:22][C:18]([C:19]([OH:21])=O)=[CH:17][N:16]=1.[NH:24]1[CH2:29][CH2:28][S:27][CH2:26][CH2:25]1. No catalyst specified. The yield is 0.470.